From a dataset of CYP1A2 inhibition data for predicting drug metabolism from PubChem BioAssay. Regression/Classification. Given a drug SMILES string, predict its absorption, distribution, metabolism, or excretion properties. Task type varies by dataset: regression for continuous measurements (e.g., permeability, clearance, half-life) or binary classification for categorical outcomes (e.g., BBB penetration, CYP inhibition). Dataset: cyp1a2_veith. The compound is Cc1cccc(C(=O)NC2CCN(C(=O)N3CCOCC3)CC2)c1. The result is 0 (non-inhibitor).